This data is from Full USPTO retrosynthesis dataset with 1.9M reactions from patents (1976-2016). The task is: Predict the reactants needed to synthesize the given product. (1) Given the product [CH3:11][O:12][C:13](=[O:20])[C:14]([CH3:19])([CH3:18])[CH2:15][CH:16]=[O:17], predict the reactants needed to synthesize it. The reactants are: C(Cl)(=O)C(Cl)=O.CS(C)=O.[CH3:11][O:12][C:13](=[O:20])[C:14]([CH3:19])([CH3:18])[CH2:15][CH2:16][OH:17].C(N(CC)CC)C. (2) The reactants are: Br[C:2]1[CH:11]=[CH:10][C:9]2[N:8]=[CH:7][C:6]3[N:12]([CH3:23])[C:13](=[O:22])[N:14]([C:15]4[C:16]([CH3:21])=[N:17][N:18]([CH3:20])[CH:19]=4)[C:5]=3[C:4]=2[CH:3]=1.[CH3:24][N:25]1[C:29]2=[N:30][CH:31]=[C:32](B3OC(C)(C)C(C)(C)O3)[CH:33]=[C:28]2[N:27]=[CH:26]1. Given the product [CH3:20][N:18]1[CH:19]=[C:15]([N:14]2[C:5]3[C:4]4[CH:3]=[C:2]([C:32]5[CH:33]=[C:28]6[N:27]=[CH:26][N:25]([CH3:24])[C:29]6=[N:30][CH:31]=5)[CH:11]=[CH:10][C:9]=4[N:8]=[CH:7][C:6]=3[N:12]([CH3:23])[C:13]2=[O:22])[C:16]([CH3:21])=[N:17]1, predict the reactants needed to synthesize it. (3) Given the product [F:19][C:6]1([CH2:5][CH2:4][OH:3])[CH2:7][CH2:8][N:9]([C:12]([O:14][C:15]([CH3:16])([CH3:17])[CH3:18])=[O:13])[CH2:10][CH2:11]1, predict the reactants needed to synthesize it. The reactants are: C([O:3][C:4](=O)[CH2:5][C:6]1([F:19])[CH2:11][CH2:10][N:9]([C:12]([O:14][C:15]([CH3:18])([CH3:17])[CH3:16])=[O:13])[CH2:8][CH2:7]1)C.[H-].C([Al+]CC(C)C)C(C)C. (4) Given the product [Br:1][C:2]1[CH:3]=[CH:4][C:5]([O:12][CH3:13])=[C:6]([C@H:8]([CH3:11])[CH:9]=[O:10])[CH:7]=1, predict the reactants needed to synthesize it. The reactants are: [Br:1][C:2]1[CH:3]=[CH:4][C:5]([O:12][CH3:13])=[C:6]([C@H:8]([CH3:11])[CH2:9][OH:10])[CH:7]=1.CC(OI1(OC(C)=O)(OC(C)=O)OC(=O)C2C=CC=CC1=2)=O. (5) Given the product [ClH:24].[NH:14]1[CH2:13][CH2:12][CH:11]([N:3]2[C:4]3[C:5](=[N:6][CH:7]=[CH:8][CH:9]=3)[NH:10][C:2]2=[O:1])[CH2:16][CH2:15]1, predict the reactants needed to synthesize it. The reactants are: [O:1]=[C:2]1[NH:10][C:5]2=[N:6][CH:7]=[CH:8][CH:9]=[C:4]2[N:3]1[CH:11]1[CH2:16][CH2:15][N:14](C(OC(C)(C)C)=O)[CH2:13][CH2:12]1.[ClH:24]. (6) The reactants are: N.O.Cl[C:4]1[C:9]([CH2:10][NH2:11])=[CH:8][C:7]([F:12])=[C:6](Cl)[N:5]=1. Given the product [F:12][C:7]1[CH:8]=[C:9]([CH2:10][NH2:11])[CH:4]=[N:5][CH:6]=1, predict the reactants needed to synthesize it. (7) Given the product [ClH:20].[F:1][C:2]1[CH:7]=[C:6]([C:8]([CH3:10])=[CH2:9])[CH:5]=[CH:4][C:3]=1[C@@H:11]([NH2:13])[CH3:12], predict the reactants needed to synthesize it. The reactants are: [F:1][C:2]1[CH:7]=[C:6]([C:8]([CH3:10])=[CH2:9])[CH:5]=[CH:4][C:3]=1[C@@H:11]([NH:13][S@@](C(C)(C)C)=O)[CH3:12].[ClH:20].